Dataset: Forward reaction prediction with 1.9M reactions from USPTO patents (1976-2016). Task: Predict the product of the given reaction. (1) Given the reactants I[C:2]1[C:10]2[C:5](=[CH:6][CH:7]=[C:8]([NH:11][C:12](=[O:24])[CH:13]([N:19]3[CH2:23][CH2:22][CH2:21][CH2:20]3)[C:14]3[CH:18]=[CH:17][S:16][CH:15]=3)[CH:9]=2)[NH:4][N:3]=1.CC1(C)C(C)(C)OB([C:33]2[CH:38]=[CH:37][C:36]([N:39]3[CH2:44][CH2:43][CH:42]([CH2:45][OH:46])[CH2:41][CH2:40]3)=[CH:35][CH:34]=2)O1, predict the reaction product. The product is: [OH:46][CH2:45][CH:42]1[CH2:41][CH2:40][N:39]([C:36]2[CH:37]=[CH:38][C:33]([C:2]3[C:10]4[C:5](=[CH:6][CH:7]=[C:8]([NH:11][C:12](=[O:24])[CH:13]([N:19]5[CH2:23][CH2:22][CH2:21][CH2:20]5)[C:14]5[CH:18]=[CH:17][S:16][CH:15]=5)[CH:9]=4)[NH:4][N:3]=3)=[CH:34][CH:35]=2)[CH2:44][CH2:43]1. (2) Given the reactants Br[C:2]1[CH:15]=[C:14]([N+:16]([O-:18])=[O:17])[CH:13]=[CH:12][C:3]=1[CH2:4][N:5]1[CH2:10][CH2:9][N:8]([CH3:11])[CH2:7][CH2:6]1.[CH:19]1(B(O)O)[CH2:21][CH2:20]1.[O-]P([O-])([O-])=O.[K+].[K+].[K+].C1(P(C2CCCCC2)C2CCCCC2)CCCCC1, predict the reaction product. The product is: [CH:19]1([C:2]2[CH:15]=[C:14]([N+:16]([O-:18])=[O:17])[CH:13]=[CH:12][C:3]=2[CH2:4][N:5]2[CH2:10][CH2:9][N:8]([CH3:11])[CH2:7][CH2:6]2)[CH2:21][CH2:20]1. (3) Given the reactants C([N:5]1C(=O)C(COS(C)(=O)=O)=CC(C2C=CC(C)=CC=2)=[N:6]1)C(C)C.C([O:27][C:28]([C:30](O)([CH2:36][C:37]([C:39]1[CH:44]=[CH:43][C:42]([C:45]([F:48])([F:47])[F:46])=[CH:41][CH:40]=1)=O)[C:31](OCC)=[O:32])=[O:29])C, predict the reaction product. The product is: [C:28]([C:30]1[C:31](=[O:32])[NH:5][N:6]=[C:37]([C:39]2[CH:44]=[CH:43][C:42]([C:45]([F:48])([F:47])[F:46])=[CH:41][CH:40]=2)[CH:36]=1)([OH:27])=[O:29]. (4) Given the reactants [CH2:1]1[C:7]2[C:8]3[CH:14]=[CH:13][C:12]([N:15]4[CH:20]=[CH:19][C:18]([O:21][CH2:22][C:23]5[CH:24]=[N:25][C:26]([C:29]([F:32])([F:31])[F:30])=[CH:27][CH:28]=5)=[CH:17][C:16]4=[O:33])=[CH:11][C:9]=3[O:10][C:6]=2[CH2:5][CH2:4][CH2:3][NH:2]1.[ClH:34].CCOCC, predict the reaction product. The product is: [ClH:34].[CH2:1]1[C:7]2[C:8]3[CH:14]=[CH:13][C:12]([N:15]4[CH:20]=[CH:19][C:18]([O:21][CH2:22][C:23]5[CH:24]=[N:25][C:26]([C:29]([F:31])([F:32])[F:30])=[CH:27][CH:28]=5)=[CH:17][C:16]4=[O:33])=[CH:11][C:9]=3[O:10][C:6]=2[CH2:5][CH2:4][CH2:3][NH:2]1. (5) The product is: [Cl:1][C:2]1[C:3]([Cl:12])=[CH:4][C:5]([CH:11]=[O:17])=[C:6]([N+:8]([O-:10])=[O:9])[CH:7]=1. Given the reactants [Cl:1][C:2]1[CH:7]=[C:6]([N+:8]([O-:10])=[O:9])[C:5]([CH3:11])=[CH:4][C:3]=1[Cl:12].CN(C(OC)[O:17]C)C, predict the reaction product. (6) Given the reactants O[Li:2].O.C[O:5][C:6](=[O:46])[CH2:7][C:8]1[CH:45]=[CH:44][CH:43]=[CH:42][C:9]=1[CH2:10][CH2:11][C:12]1[C:17]([C:18]([F:21])([F:20])[F:19])=[CH:16][N:15]=[C:14]([NH:22][C:23]2[CH:28]=[CH:27][C:26]([N:29]3[CH2:34][CH2:33][N:32]([C:35]([O:37][C:38]([CH3:41])([CH3:40])[CH3:39])=[O:36])[CH2:31][CH2:30]3)=[CH:25][CH:24]=2)[N:13]=1, predict the reaction product. The product is: [C:38]([O:37][C:35]([N:32]1[CH2:31][CH2:30][N:29]([C:26]2[CH:27]=[CH:28][C:23]([NH:22][C:14]3[N:13]=[C:12]([CH2:11][CH2:10][C:9]4[CH:42]=[CH:43][CH:44]=[CH:45][C:8]=4[CH2:7][C:6]([O-:46])=[O:5])[C:17]([C:18]([F:19])([F:20])[F:21])=[CH:16][N:15]=3)=[CH:24][CH:25]=2)[CH2:34][CH2:33]1)=[O:36])([CH3:41])([CH3:39])[CH3:40].[Li+:2]. (7) Given the reactants [F:1][C:2]1[CH:3]=[CH:4][C:5]([OH:11])=[C:6]([CH:10]=1)[C:7]([OH:9])=[O:8].Cl.CN(C)[CH2:15][CH2:16]CN=C=N.O.ON1C2C=CC=CC=2N=N1.C(O)C, predict the reaction product. The product is: [F:1][C:2]1[CH:10]=[C:6]([C:7]([O:9][CH2:15][CH3:16])=[O:8])[C:5]([OH:11])=[CH:4][CH:3]=1. (8) Given the reactants [C:1]([O:5][C:6]([N:8]1[CH2:11][CH2:10][C@H:9]1[CH2:12][OH:13])=[O:7])([CH3:4])([CH3:3])[CH3:2].[CH3:14]I.[H-].[Na+], predict the reaction product. The product is: [C:1]([O:5][C:6]([N:8]1[CH2:11][CH2:10][C@H:9]1[CH2:12][O:13][CH3:14])=[O:7])([CH3:4])([CH3:3])[CH3:2].